Predict the product of the given reaction. From a dataset of Forward reaction prediction with 1.9M reactions from USPTO patents (1976-2016). (1) Given the reactants [CH3:1][C:2]1[CH:3]=[N:4][CH:5]=[C:6]([CH:10]=1)[C:7](Cl)=[O:8].Cl[C:12]1[CH:31]=[CH:30][C:15]([C:16]([NH:18][C:19]2[CH:24]=[CH:23][CH:22]=[C:21]([CH:25]3[O:29]CC[O:26]3)[CH:20]=2)=O)=[CH:14][CH:13]=1.[NH:32]1CCCC(C(OC)=O)CC1.C(OC(C1CCN(CC2C=CC=C(NC(=O)C3C=CC(Cl)=CC=3)C=2)CC1)=O)C, predict the reaction product. The product is: [CH3:1][C:2]1[CH:10]=[C:6]([C:7]([NH:32][C:13]2[CH:14]=[C:15]([CH:30]=[CH:31][CH:12]=2)[CH2:16][N:18]2[CH2:24][CH2:23][CH2:22][CH:21]([C:25]([OH:29])=[O:26])[CH2:20][CH2:19]2)=[O:8])[CH:5]=[N:4][CH:3]=1. (2) Given the reactants [NH2:1][C:2]1[N:10]=[CH:9][CH:8]=[CH:7][C:3]=1[C:4]([OH:6])=[O:5].[C:11](OC(=O)CC)(=O)[CH2:12][CH3:13], predict the reaction product. The product is: [CH2:12]([C:13]1[O:5][C:4](=[O:6])[C:3]2[CH:7]=[CH:8][CH:9]=[N:10][C:2]=2[N:1]=1)[CH3:11]. (3) Given the reactants [CH2:1]([N:4]([C:20]1[CH:25]=[CH:24][C:23]([O:26][CH2:27][CH2:28][O:29][CH:30]2[CH2:35][CH2:34][CH2:33][CH2:32][O:31]2)=[C:22]([O:36][CH3:37])[CH:21]=1)[C:5](=[O:19])[C:6]([O:9][C:10]1[CH:15]=[CH:14][C:13]([CH:16]2[CH2:18][CH2:17]2)=[CH:12][CH:11]=1)=CC)[CH:2]=C, predict the reaction product. The product is: [CH:16]1([C:13]2[CH:14]=[CH:15][C:10]([O:9][C:6]3[C:5](=[O:19])[N:4]([C:20]4[CH:25]=[CH:24][C:23]([O:26][CH2:27][CH2:28][O:29][CH:30]5[CH2:35][CH2:34][CH2:33][CH2:32][O:31]5)=[C:22]([O:36][CH3:37])[CH:21]=4)[CH2:1][CH:2]=3)=[CH:11][CH:12]=2)[CH2:17][CH2:18]1. (4) Given the reactants [N+:1]([C:4]1[N:5]=[CH:6][NH:7][CH:8]=1)([O-])=O.C(Cl)(=O)C.[C:13]([CH2:16][C:17](=O)[C:18]([O:20][CH3:21])=[O:19])(=O)[CH3:14], predict the reaction product. The product is: [CH3:21][O:20][C:18]([C:17]1[N:5]2[CH:6]=[N:7][CH:8]=[C:4]2[N:1]=[C:13]([CH3:14])[CH:16]=1)=[O:19].